This data is from TCR-epitope binding with 47,182 pairs between 192 epitopes and 23,139 TCRs. The task is: Binary Classification. Given a T-cell receptor sequence (or CDR3 region) and an epitope sequence, predict whether binding occurs between them. (1) The epitope is RISNCVADY. The TCR CDR3 sequence is CASSLSQTGNTEAFF. Result: 1 (the TCR binds to the epitope). (2) The epitope is ALSKGVHFV. The TCR CDR3 sequence is CAIQRGDYNEQFF. Result: 1 (the TCR binds to the epitope). (3) The epitope is RQLLFVVEV. The TCR CDR3 sequence is CASSSDRGTTNEKLFF. Result: 1 (the TCR binds to the epitope). (4) The epitope is VLAWLYAAV. The TCR CDR3 sequence is CASSLRDGRTDTQYF. Result: 1 (the TCR binds to the epitope). (5) The epitope is ELAGIGILTV. The TCR CDR3 sequence is CASSLRGAGVFETQYF. Result: 0 (the TCR does not bind to the epitope). (6) The epitope is YFPLQSYGF. The TCR CDR3 sequence is CASSFGVPGWETQYF. Result: 1 (the TCR binds to the epitope).